This data is from Full USPTO retrosynthesis dataset with 1.9M reactions from patents (1976-2016). The task is: Predict the reactants needed to synthesize the given product. Given the product [C:1]([C:5]1[C:9]([Cl:32])=[C:8]([NH:10][C:11]2[C:12]([C:17]([OH:19])=[O:18])=[N:13][CH:14]=[CH:15][CH:16]=2)[N:7]([C:20]2[C:25]([CH3:26])=[CH:24][CH:23]=[CH:22][C:21]=2[CH3:27])[N:6]=1)([CH3:4])([CH3:3])[CH3:2], predict the reactants needed to synthesize it. The reactants are: [C:1]([C:5]1[CH:9]=[C:8]([NH:10][C:11]2[C:12]([C:17]([OH:19])=[O:18])=[N:13][CH:14]=[CH:15][CH:16]=2)[N:7]([C:20]2[C:25]([CH3:26])=[CH:24][CH:23]=[CH:22][C:21]=2[CH3:27])[N:6]=1)([CH3:4])([CH3:3])[CH3:2].C(O)(=O)C.[Cl:32]CCl.ClN1C(=O)CCC1=O.[OH-].[K+].